From a dataset of Full USPTO retrosynthesis dataset with 1.9M reactions from patents (1976-2016). Predict the reactants needed to synthesize the given product. (1) Given the product [NH2:34][C:20]1[N:21]=[CH:22][C:23]([C:2]2[CH:7]=[C:6]([C:8]([CH3:12])([CH3:11])[C:9]#[N:10])[CH:5]=[C:4]([CH:13]3[CH2:15][CH2:14]3)[N:3]=2)=[CH:24][C:19]=1[O:18][CH:17]([F:35])[F:16], predict the reactants needed to synthesize it. The reactants are: Cl[C:2]1[CH:7]=[C:6]([C:8]([CH3:12])([CH3:11])[C:9]#[N:10])[CH:5]=[C:4]([CH:13]2[CH2:15][CH2:14]2)[N:3]=1.[F:16][CH:17]([F:35])[O:18][C:19]1[C:20]([NH2:34])=[N:21][CH:22]=[C:23](B2OC(C)(C)C(C)(C)O2)[CH:24]=1.C(=O)([O-])[O-].[Cs+].[Cs+]. (2) Given the product [CH3:16][O:17][C:18]([C:20]1[C:21]([C:27]([F:30])([F:28])[F:29])=[N:22][C:23]([N:13]2[CH2:14][CH2:15][N:10]([C:5]3[N:4]=[N:3][C:2]([Cl:1])=[C:7]([CH3:8])[C:6]=3[CH3:9])[CH2:11][CH2:12]2)=[N:24][CH:25]=1)=[O:19], predict the reactants needed to synthesize it. The reactants are: [Cl:1][C:2]1[N:3]=[N:4][C:5]([N:10]2[CH2:15][CH2:14][NH:13][CH2:12][CH2:11]2)=[C:6]([CH3:9])[C:7]=1[CH3:8].[CH3:16][O:17][C:18]([C:20]1[C:21]([C:27]([F:30])([F:29])[F:28])=[N:22][C:23](Cl)=[N:24][CH:25]=1)=[O:19].C(N(C(C)C)CC)(C)C. (3) The reactants are: Cl.[NH2:2][CH2:3][C:4]1[CH:12]=[CH:11][CH:10]=[C:9]2[C:5]=1[C:6](=[O:22])[N:7]([CH:14]1[CH2:19][CH2:18][C:17](=[O:20])[NH:16][C:15]1=[O:21])[C:8]2=[O:13].N12CCCN=C1CCCCC2.ON1C2C=CC=CC=2N=N1.[S:44]1[CH:48]=[CH:47][C:46]([CH2:49][C:50](O)=[O:51])=[CH:45]1.Cl.CN(C)CCCN=C=NCC. Given the product [O:21]=[C:15]1[CH:14]([N:7]2[C:6](=[O:22])[C:5]3[C:9](=[CH:10][CH:11]=[CH:12][C:4]=3[CH2:3][NH:2][C:50](=[O:51])[CH2:49][C:46]3[CH:47]=[CH:48][S:44][CH:45]=3)[C:8]2=[O:13])[CH2:19][CH2:18][C:17](=[O:20])[NH:16]1, predict the reactants needed to synthesize it. (4) Given the product [S:1]1[C:5]([CH2:6][NH:7][C:8]2[N:9]=[C:10]([CH3:15])[N:11]=[C:12]([C:28]3[CH:27]=[C:26]([C:23]([CH3:25])([CH3:24])[C:20]([OH:22])=[O:21])[CH:31]=[CH:30][CH:29]=3)[CH:13]=2)=[CH:4][C:3]2[CH:16]=[CH:17][CH:18]=[CH:19][C:2]1=2, predict the reactants needed to synthesize it. The reactants are: [S:1]1[C:5]([CH2:6][NH:7][C:8]2[CH:13]=[C:12](Cl)[N:11]=[C:10]([CH3:15])[N:9]=2)=[CH:4][C:3]2[CH:16]=[CH:17][CH:18]=[CH:19][C:2]1=2.[C:20]([C:23]([C:26]1[CH:27]=[C:28](B(O)O)[CH:29]=[CH:30][CH:31]=1)([CH3:25])[CH3:24])([OH:22])=[O:21].C([O-])([O-])=O.[Cs+].[Cs+]. (5) Given the product [Cl:21][C:22]1[CH:27]=[C:26]([C:28]2([C:30]([F:33])([F:31])[F:32])[O:1][N:2]=[C:3]([C:4]3[CH:5]=[C:6]([N:10]4[CH:14]=[N:13][CH:12]=[N:11]4)[CH:7]=[CH:8][CH:9]=3)[CH2:29]2)[CH:25]=[C:24]([Cl:34])[CH:23]=1, predict the reactants needed to synthesize it. The reactants are: [OH:1][N:2]=[C:3](Cl)[C:4]1[CH:9]=[CH:8][CH:7]=[C:6]([N:10]2[CH:14]=[N:13][CH:12]=[N:11]2)[CH:5]=1.C([O-])(O)=O.[Na+].[Cl:21][C:22]1[CH:27]=[C:26]([C:28]([C:30]([F:33])([F:32])[F:31])=[CH2:29])[CH:25]=[C:24]([Cl:34])[CH:23]=1. (6) Given the product [C:2]1(=[O:12])[C:7]2[CH2:8][CH2:9][CH2:10][C:6]=2[CH:5]=[CH:4][NH:3]1, predict the reactants needed to synthesize it. The reactants are: Cl.[C:2]1(N)[C:7]2[CH2:8][CH2:9][CH2:10][C:6]=2[CH:5]=[CH:4][N:3]=1.[OH:12][PH2]=O.N([O-])=O.[Na+].C([O-])(O)=O.[Na+].